Task: Predict the product of the given reaction.. Dataset: Forward reaction prediction with 1.9M reactions from USPTO patents (1976-2016) (1) Given the reactants BrC1N=C(C(N2CCN(C(C3N=CN(C4C=CC=C(Cl)C=4)N=3)=O)C(C)(C)C2)=O)C=CC=1.[Cl:32][C:33]1[CH:34]=[C:35]([N:39]2[CH:43]=[N:42][C:41]([C:44]([N:46]3[CH2:51][CH2:50][N:49]([C:52]([C:54]4[CH:59]=[CH:58][CH:57]=[C:56]([C:60]5[CH2:61][CH2:62]O[CH2:64][CH:65]=5)[N:55]=4)=[O:53])[CH2:48][C:47]3([CH3:67])[CH3:66])=[O:45])=[N:40]2)[CH:36]=[CH:37][CH:38]=1, predict the reaction product. The product is: [Cl:32][C:33]1[CH:34]=[C:35]([N:39]2[CH:43]=[N:42][C:41]([C:44]([N:46]3[CH2:51][CH2:50][N:49]([C:52]([C:54]4[CH:59]=[CH:58][CH:57]=[C:56]([C:60]5[CH2:61][CH2:62][CH2:64][CH:65]=5)[N:55]=4)=[O:53])[CH2:48][C:47]3([CH3:67])[CH3:66])=[O:45])=[N:40]2)[CH:36]=[CH:37][CH:38]=1. (2) Given the reactants Br[CH:2]([C:15]1[CH:20]=[CH:19][CH:18]=[CH:17][CH:16]=1)[C:3]([NH:5][CH2:6][C:7]1[CH:12]=[CH:11][C:10]([C:13]#[N:14])=[CH:9][CH:8]=1)=[O:4].Cl.[CH3:22][NH2:23], predict the reaction product. The product is: [C:13]([C:10]1[CH:11]=[CH:12][C:7]([CH2:6][NH:5][C:3](=[O:4])[CH:2]([NH:23][CH3:22])[C:15]2[CH:20]=[CH:19][CH:18]=[CH:17][CH:16]=2)=[CH:8][CH:9]=1)#[N:14]. (3) Given the reactants [P:1]([O:19][C:20]1[CH:25]=[C:24]([OH:26])[C:23]([C:27]2[N:31]([C:32]3[CH:33]=[C:34]4[C:38](=[CH:39][CH:40]=3)[CH2:37][CH2:36][CH2:35]4)[C:30]([OH:41])=[N:29][N:28]=2)=[CH:22][C:21]=1[CH:42]([CH3:44])[CH3:43])([O:11]CC1C=CC=CC=1)([O:3]CC1C=CC=CC=1)=[O:2], predict the reaction product. The product is: [P:1]([OH:3])([OH:11])([O:19][C:20]1[CH:25]=[C:24]([OH:26])[C:23]([C:27]2[N:31]([C:32]3[CH:33]=[C:34]4[C:38](=[CH:39][CH:40]=3)[CH2:37][CH2:36][CH2:35]4)[C:30]([OH:41])=[N:29][N:28]=2)=[CH:22][C:21]=1[CH:42]([CH3:43])[CH3:44])=[O:2]. (4) The product is: [C@@H:54]1([NH:53][C:43]([C:42]2[CH:47]=[CH:48][CH:49]=[C:40]([C:9]3[C:10]4[C:15](=[CH:14][CH:13]=[C:12]([C:16]5[N:20]=[CH:19][N:18]([C:21]([C:28]6[CH:29]=[CH:30][CH:31]=[CH:32][CH:33]=6)([C:34]6[CH:39]=[CH:38][CH:37]=[CH:36][CH:35]=6)[C:22]6[CH:27]=[CH:26][CH:25]=[CH:24][CH:23]=6)[N:17]=5)[CH:11]=4)[N:7]([CH:2]4[CH2:3][CH2:4][CH2:5][CH2:6][O:1]4)[N:8]=3)[CH:41]=2)=[O:44])[C:62]2[C:57](=[CH:58][CH:59]=[CH:60][CH:61]=2)[CH2:56][CH2:55]1. Given the reactants [O:1]1[CH2:6][CH2:5][CH2:4][CH2:3][CH:2]1[N:7]1[C:15]2[C:10](=[CH:11][C:12]([C:16]3[N:20]=[CH:19][N:18]([C:21]([C:34]4[CH:39]=[CH:38][CH:37]=[CH:36][CH:35]=4)([C:28]4[CH:33]=[CH:32][CH:31]=[CH:30][CH:29]=4)[C:22]4[CH:27]=[CH:26][CH:25]=[CH:24][CH:23]=4)[N:17]=3)=[CH:13][CH:14]=2)[C:9]([C:40]2[CH:41]=[C:42]([CH:47]=[CH:48][CH:49]=2)[C:43](OC)=[O:44])=[N:8]1.O.[OH-].[Li+].[NH2:53][C@@H:54]1[C:62]2[C:57](=[CH:58][CH:59]=[CH:60][CH:61]=2)[CH2:56][CH2:55]1.O.ON1C2C=CC=CC=2N=N1, predict the reaction product.